This data is from Forward reaction prediction with 1.9M reactions from USPTO patents (1976-2016). The task is: Predict the product of the given reaction. (1) Given the reactants [CH3:1][O:2][CH2:3][CH2:4][N:5]1[C:9]2[C:10]3[O:11][CH:12]([C:21]4[CH:26]=[CH:25][CH:24]=[CH:23][CH:22]=4)[CH2:13][CH2:14][C:15]=3[C:16]([C:18](O)=[O:19])=[CH:17][C:8]=2[N:7]=[C:6]1[CH3:27].[CH3:28][NH:29][CH2:30][CH2:31][OH:32], predict the reaction product. The product is: [OH:32][CH2:31][CH2:30][N:29]([CH3:28])[C:18]([C:16]1[C:15]2[CH2:14][CH2:13][CH:12]([C:21]3[CH:22]=[CH:23][CH:24]=[CH:25][CH:26]=3)[O:11][C:10]=2[C:9]2[N:5]([CH2:4][CH2:3][O:2][CH3:1])[C:6]([CH3:27])=[N:7][C:8]=2[CH:17]=1)=[O:19]. (2) Given the reactants [NH2:1][C:2]1[S:3][CH:4]=[CH:5][C:6]=1[C:7]([O:9][CH3:10])=[O:8].CO[C:13]([CH3:15])=[CH2:14].C(O)(=O)C.C(O[BH-](OC(=O)C)OC(=O)C)(=O)C.[Na+].[OH-].[Na+], predict the reaction product. The product is: [CH:13]([NH:1][C:2]1[S:3][CH:4]=[CH:5][C:6]=1[C:7]([O:9][CH3:10])=[O:8])([CH3:15])[CH3:14]. (3) Given the reactants [CH:1]12[CH2:7][CH:4]([CH2:5][CH2:6]1)[CH2:3][CH:2]2[CH2:8][C:9]([OH:11])=O.S(Cl)([Cl:14])=O, predict the reaction product. The product is: [CH:1]12[CH2:7][CH:4]([CH2:5][CH2:6]1)[CH2:3][CH:2]2[CH2:8][C:9]([Cl:14])=[O:11]. (4) Given the reactants [C:1]1([NH:7][NH2:8])[CH:6]=[CH:5][CH:4]=[CH:3][CH:2]=1.O=[C:10]([C:14]1[S:15][CH:16]=[CH:17][CH:18]=1)[CH2:11][C:12]#[N:13], predict the reaction product. The product is: [C:1]1([N:7]2[C:12]([NH2:13])=[CH:11][C:10]([C:14]3[S:15][CH:16]=[CH:17][CH:18]=3)=[N:8]2)[CH:6]=[CH:5][CH:4]=[CH:3][CH:2]=1. (5) Given the reactants [Cl:1][C:2]1[CH:10]=[CH:9][C:5]([C:6](O)=[O:7])=[CH:4][C:3]=1[O:11][CH3:12].[H-].[Al+3].[Li+].[H-].[H-].[H-], predict the reaction product. The product is: [Cl:1][C:2]1[CH:10]=[CH:9][C:5]([CH2:6][OH:7])=[CH:4][C:3]=1[O:11][CH3:12]. (6) Given the reactants [F:1][C:2]([F:28])([O:19][C:20]1[CH:25]=[CH:24][C:23]([S:26][CH3:27])=[CH:22][CH:21]=1)[C@H:3](OS(C(F)(F)F)(=O)=O)[C:4]1[CH:9]=[CH:8][C:7]([F:10])=[CH:6][CH:5]=1.[NH2:29][C@@H:30]([CH2:34][S:35][C:36]([C:49]1[CH:54]=[CH:53][CH:52]=[CH:51][CH:50]=1)([C:43]1[CH:48]=[CH:47][CH:46]=[CH:45][CH:44]=1)[C:37]1[CH:42]=[CH:41][CH:40]=[CH:39][CH:38]=1)[C:31]([OH:33])=[O:32], predict the reaction product. The product is: [F:28][C:2]([F:1])([O:19][C:20]1[CH:21]=[CH:22][C:23]([S:26][CH3:27])=[CH:24][CH:25]=1)[C@@H:3]([NH:29][C@@H:30]([CH2:34][S:35][C:36]([C:49]1[CH:54]=[CH:53][CH:52]=[CH:51][CH:50]=1)([C:37]1[CH:38]=[CH:39][CH:40]=[CH:41][CH:42]=1)[C:43]1[CH:48]=[CH:47][CH:46]=[CH:45][CH:44]=1)[C:31]([OH:33])=[O:32])[C:4]1[CH:5]=[CH:6][C:7]([F:10])=[CH:8][CH:9]=1. (7) Given the reactants [C:1](Cl)(Cl)=[O:2].[OH:5][C:6]1[N:11]=[CH:10][C:9]([NH:12][C:13](=[O:20])[C:14]2[CH:19]=[CH:18][CH:17]=[CH:16][CH:15]=2)=[CH:8][CH:7]=1.C(N(CC)CC)C.N12CCN(CC1)CC2.[N:36]1([O:41][CH:42]2[CH2:47][CH2:46][NH:45][CH2:44][CH2:43]2)[CH:40]=[CH:39][CH:38]=[N:37]1, predict the reaction product. The product is: [C:13]([NH:12][C:9]1[CH:8]=[CH:7][C:6]([O:5][C:1]([N:45]2[CH2:46][CH2:47][CH:42]([O:41][N:36]3[CH:40]=[CH:39][CH:38]=[N:37]3)[CH2:43][CH2:44]2)=[O:2])=[N:11][CH:10]=1)(=[O:20])[C:14]1[CH:19]=[CH:18][CH:17]=[CH:16][CH:15]=1.